From a dataset of Forward reaction prediction with 1.9M reactions from USPTO patents (1976-2016). Predict the product of the given reaction. (1) Given the reactants C[O:2][C:3]1[CH:8]=[C:7]([CH2:9][CH2:10][OH:11])[C:6]([C:12]2[CH:17]=[CH:16][C:15]([O:18][CH3:19])=[CH:14][CH:13]=2)=[CH:5][N:4]=1.Br[CH2:21][C:22]1[CH:27]=[CH:26][C:25]([Cl:28])=[CH:24][CH:23]=1, predict the reaction product. The product is: [Cl:28][C:25]1[CH:26]=[CH:27][C:22]([CH2:21][N:4]2[CH:5]=[C:6]([C:12]3[CH:17]=[CH:16][C:15]([O:18][CH3:19])=[CH:14][CH:13]=3)[C:7]([CH2:9][CH2:10][OH:11])=[CH:8][C:3]2=[O:2])=[CH:23][CH:24]=1. (2) Given the reactants [CH2:1]([O:4][CH2:5][CH2:6][N:7]1[C:19]2[C:18]3[CH:17]=[CH:16][CH:15]=[CH:14][C:13]=3[N:12]=[C:11]([NH2:20])[C:10]=2[N:9]=[CH:8]1)[C:2]#[CH:3].[CH3:21][C:22]1[CH:27]=[CH:26][CH:25]=[C:24]([CH3:28])[C:23]=1I, predict the reaction product. The product is: [CH3:21][C:22]1[CH:27]=[CH:26][CH:25]=[C:24]([CH3:28])[C:23]=1[C:3]#[C:2][CH2:1][O:4][CH2:5][CH2:6][N:7]1[C:19]2[C:18]3[CH:17]=[CH:16][CH:15]=[CH:14][C:13]=3[N:12]=[C:11]([NH2:20])[C:10]=2[N:9]=[CH:8]1. (3) Given the reactants [CH3:1][C:2]1[C:6]([CH2:7][N:8]2[C:16]3[C:11](=[CH:12][CH:13]=[CH:14][CH:15]=3)[C:10]([C:17](OC)=O)=[N:9]2)=[C:5]([CH3:21])[O:4][N:3]=1.Cl.Cl.[C:24](=[NH:30])([NH2:29])[CH2:25][C:26](=[NH:28])[NH2:27].C[O-].[Na+], predict the reaction product. The product is: [CH3:1][C:2]1[C:6]([CH2:7][N:8]2[C:16]3[C:11](=[CH:12][CH:13]=[CH:14][CH:15]=3)[C:10]([C:17]3[N:29]=[C:24]([NH2:30])[CH:25]=[C:26]([NH2:28])[N:27]=3)=[N:9]2)=[C:5]([CH3:21])[O:4][N:3]=1. (4) Given the reactants [NH2:1][C:2]1[CH:10]=[CH:9][C:5]([C:6]([NH2:8])=[O:7])=[C:4]([F:11])[CH:3]=1.Cl[C:13]1[N:18]=[C:17]([NH:19][CH2:20][C:21]2[C:22]([N:27]([CH3:32])[S:28]([CH3:31])(=[O:30])=[O:29])=[N:23][CH:24]=[CH:25][CH:26]=2)[C:16]([C:33]([F:36])([F:35])[F:34])=[CH:15][N:14]=1.FC(F)(F)[C:39]([OH:41])=[O:40].CS(C)=O, predict the reaction product. The product is: [CH:39]([OH:41])=[O:40].[F:11][C:4]1[CH:3]=[C:2]([NH:1][C:13]2[N:18]=[C:17]([NH:19][CH2:20][C:21]3[C:22]([N:27]([CH3:32])[S:28]([CH3:31])(=[O:30])=[O:29])=[N:23][CH:24]=[CH:25][CH:26]=3)[C:16]([C:33]([F:34])([F:36])[F:35])=[CH:15][N:14]=2)[CH:10]=[CH:9][C:5]=1[C:6]([NH2:8])=[O:7]. (5) Given the reactants [C:1](=O)([O-])[O-].[K+].[K+].CB1OB(C)OB(C)O1.Br[C:17]1[CH:33]=[CH:32][C:20]2[CH2:21][CH2:22][N:23]([C:26](=[O:31])[C:27]([F:30])([F:29])[F:28])[CH2:24][CH2:25][C:19]=2[C:18]=1[O:34][CH3:35], predict the reaction product. The product is: [CH3:35][O:34][C:18]1[C:19]2[CH2:25][CH2:24][N:23]([C:26](=[O:31])[C:27]([F:30])([F:29])[F:28])[CH2:22][CH2:21][C:20]=2[CH:32]=[CH:33][C:17]=1[CH3:1]. (6) Given the reactants [NH2:1][C:2]1[CH:7]=[CH:6][CH:5]=[CH:4][C:3]=1[NH:8][CH2:9][CH2:10][CH2:11][CH2:12][CH2:13][CH2:14][C:15]([OH:17])=[O:16].[NH:18]1[C:26](=O)[C:24](=O)[C:22](=[O:23])[NH:21][C:19]1=[O:20], predict the reaction product. The product is: [O:20]=[C:19]1[NH:21][C:22](=[O:23])[C:24]2[C:26]([N:8]([CH2:9][CH2:10][CH2:11][CH2:12][CH2:13][CH2:14][C:15]([OH:17])=[O:16])[C:3]3[CH:4]=[CH:5][CH:6]=[CH:7][C:2]=3[N:1]=2)=[N:18]1. (7) Given the reactants [F:1][C:2]1[CH:7]=[CH:6][CH:5]=[CH:4][C:3]=1[N:8]1[C:12]([CH2:13][CH2:14][O:15][CH3:16])=[C:11]([C:17]([OH:19])=O)[N:10]=[N:9]1.[F:20][C:21]1[CH:26]=[CH:25][C:24]([F:27])=[CH:23][C:22]=1[C:28](=[N:30]O)[NH2:29], predict the reaction product. The product is: [F:20][C:21]1[CH:26]=[CH:25][C:24]([F:27])=[CH:23][C:22]=1[C:28]1[N:30]=[C:17]([C:11]2[N:10]=[N:9][N:8]([C:3]3[CH:4]=[CH:5][CH:6]=[CH:7][C:2]=3[F:1])[C:12]=2[CH2:13][CH2:14][O:15][CH3:16])[O:19][N:29]=1. (8) Given the reactants O[C:2](=[O:23])[CH2:3][CH2:4][C:5]1[CH:10]=[C:9]([C:11]2[CH:16]=[CH:15][CH:14]=[C:13]([C:17]([F:20])([F:19])[F:18])[CH:12]=2)[N:8]=[C:7]([C:21]#[N:22])[N:6]=1.O[N:25]1[C:29]2C=[CH:31][CH:32]=[CH:33][C:28]=2N=N1.Cl.CN(C)CCCN=C=NCC.N1CCCCC1, predict the reaction product. The product is: [N:25]1([C:2](=[O:23])[CH2:3][CH2:4][C:5]2[CH:10]=[C:9]([C:11]3[CH:16]=[CH:15][CH:14]=[C:13]([C:17]([F:20])([F:18])[F:19])[CH:12]=3)[N:8]=[C:7]([C:21]#[N:22])[N:6]=2)[CH2:31][CH2:32][CH2:33][CH2:28][CH2:29]1. (9) Given the reactants N(C(OC(C)C)=O)=NC(OC(C)C)=O.[Br:15][C:16]1[CH:25]=[CH:24][C:19]([C:20]([O:22][CH3:23])=[O:21])=[CH:18][C:17]=1[OH:26].C1(P(C2C=CC=CC=2)C2C=CC=CC=2)C=CC=CC=1.[F:46][C:47]([F:54])([F:53])[CH2:48][O:49][CH2:50][CH2:51]O, predict the reaction product. The product is: [Br:15][C:16]1[CH:25]=[CH:24][C:19]([C:20]([O:22][CH3:23])=[O:21])=[CH:18][C:17]=1[O:26][CH2:51][CH2:50][O:49][CH2:48][C:47]([F:54])([F:53])[F:46]. (10) Given the reactants Cl[C:2]1[CH:11]=[C:10]([N:12]([CH3:14])[CH3:13])[C:9]2[C:4](=[CH:5][CH:6]=[CH:7][CH:8]=2)[N:3]=1.[CH:15]1([NH2:22])[CH2:20][CH2:19][CH2:18][CH:17]([NH2:21])[CH2:16]1.CC([O-])(C)C.[Na+], predict the reaction product. The product is: [NH2:21][CH:17]1[CH2:18][CH2:19][CH2:20][CH:15]([NH:22][C:2]2[CH:11]=[C:10]([N:12]([CH3:14])[CH3:13])[C:9]3[C:4](=[CH:5][CH:6]=[CH:7][CH:8]=3)[N:3]=2)[CH2:16]1.